The task is: Predict the product of the given reaction.. This data is from Forward reaction prediction with 1.9M reactions from USPTO patents (1976-2016). (1) Given the reactants O1CCOC1C1C=C[C:9]([NH:12][C:13]2[CH:18]=[CH:17][N:16]=[C:15]([CH3:19])[CH:14]=2)=NC=1.O.[C:21]1([CH3:31])[CH:26]=[CH:25][C:24](S(O)(=O)=O)=[CH:23][CH:22]=1.C([O-])(O)=[O:33].[Na+], predict the reaction product. The product is: [CH3:9][N:12]([C:13]1[CH:18]=[CH:17][N:16]=[C:15]([CH3:19])[CH:14]=1)[C:24]1[CH:25]=[CH:26][C:21]([CH:31]=[O:33])=[CH:22][CH:23]=1. (2) The product is: [CH3:60][N:61]([CH3:87])[C:62]([N:64]1[CH2:65][CH:66]=[C:67]([C:70]2[NH:86][C:73]3[N:74]=[CH:75][N:76]=[C:77]([C:78]4[CH:83]=[CH:82][C:81]([F:84])=[C:80]([NH:85][C:111](=[O:112])[C:110]5[CH:114]=[CH:115][C:107]([C:104]([CH3:105])([CH3:106])[CH2:103][OH:102])=[CH:108][CH:109]=5)[CH:79]=4)[C:72]=3[CH:71]=2)[CH2:68][CH2:69]1)=[O:63]. Given the reactants CN(C)C(N1CC=C(C2NC3N=CN=C(C4C=CC=C(NC(=O)C5C=CC(C(O)(C)C)=CC=5F)C=4C(C4C=CC=CC=4)(C4C=CC=CC=4)O[SiH2]C(C)(C)C)C=3C=2)CC1)=O.[CH3:60][N:61]([CH3:87])[C:62]([N:64]1[CH2:69][CH:68]=[C:67]([C:70]2[NH:86][C:73]3[N:74]=[CH:75][N:76]=[C:77]([C:78]4[CH:83]=[CH:82][C:81]([F:84])=[C:80]([NH2:85])[CH:79]=4)[C:72]=3[CH:71]=2)[CH2:66][CH2:65]1)=[O:63].FC1C=C(C(O)(C)C)C=CC=1C(O)=O.[OH:102][CH2:103][C:104]([C:107]1[CH:115]=[CH:114][C:110]([C:111](O)=[O:112])=[CH:109][CH:108]=1)([CH3:106])[CH3:105], predict the reaction product. (3) Given the reactants Br[C:2]1[CH:11]=[C:10]2[C:5]([CH:6]=[CH:7][C:8](=[O:28])[N:9]2[CH2:12][CH2:13][N:14]2[CH2:19][CH2:18][CH:17]([NH:20][C:21](=[O:27])[O:22][C:23]([CH3:26])([CH3:25])[CH3:24])[CH2:16][CH2:15]2)=[CH:4][CH:3]=1.[C-:29]#[N:30].[K+].C1(P(C2C=CC=CC=2)C2C3OC4C(=CC=CC=4P(C4C=CC=CC=4)C4C=CC=CC=4)C(C)(C)C=3C=CC=2)C=CC=CC=1, predict the reaction product. The product is: [C:29]([C:2]1[CH:11]=[C:10]2[C:5]([CH:6]=[CH:7][C:8](=[O:28])[N:9]2[CH2:12][CH2:13][N:14]2[CH2:19][CH2:18][CH:17]([NH:20][C:21](=[O:27])[O:22][C:23]([CH3:25])([CH3:26])[CH3:24])[CH2:16][CH2:15]2)=[CH:4][CH:3]=1)#[N:30].